Dataset: Full USPTO retrosynthesis dataset with 1.9M reactions from patents (1976-2016). Task: Predict the reactants needed to synthesize the given product. (1) Given the product [CH3:24][O:25][C:26](=[O:55])[NH:27][CH:28]([C:32]([N:34]1[CH2:38][CH2:37][CH2:36][CH:35]1[C:39]1[NH:40][C:41]([C:44]2[CH:53]=[CH:52][C:51]3[C:46](=[CH:47][CH:48]=[C:49]([C:22]#[C:21][C:18]4[NH:17][C:16]([CH:12]5[CH2:13][CH2:14][CH2:15][N:11]5[C:9](=[O:10])[CH:5]([NH:4][C:3]([O:2][CH3:1])=[O:23])[CH:6]([CH3:8])[CH3:7])=[N:20][CH:19]=4)[CH:50]=3)[CH:45]=2)=[CH:42][N:43]=1)=[O:33])[CH:29]([CH3:31])[CH3:30], predict the reactants needed to synthesize it. The reactants are: [CH3:1][O:2][C:3](=[O:23])[NH:4][CH:5]([C:9]([N:11]1[CH2:15][CH2:14][CH2:13][CH:12]1[C:16]1[NH:17][C:18]([C:21]#[CH:22])=[CH:19][N:20]=1)=[O:10])[CH:6]([CH3:8])[CH3:7].[CH3:24][O:25][C:26](=[O:55])[NH:27][CH:28]([C:32]([N:34]1[CH2:38][CH2:37][CH2:36][CH:35]1[C:39]1[NH:40][C:41]([C:44]2[CH:53]=[CH:52][C:51]3[C:46](=[CH:47][CH:48]=[C:49](Br)[CH:50]=3)[CH:45]=2)=[CH:42][N:43]=1)=[O:33])[CH:29]([CH3:31])[CH3:30].C(N(CC)CC)C. (2) Given the product [C:26]([C:22]1[CH:21]=[C:20]([NH:19][C:2]2[C:11]3[CH:12]=[CH:13][S:14][C:10]=3[C:9]3[C:4](=[C:5]([C:15]([O:17][CH3:18])=[O:16])[CH:6]=[CH:7][CH:8]=3)[N:3]=2)[CH:25]=[CH:24][CH:23]=1)#[CH:27], predict the reactants needed to synthesize it. The reactants are: Cl[C:2]1[C:11]2[CH:12]=[CH:13][S:14][C:10]=2[C:9]2[C:4](=[C:5]([C:15]([O:17][CH3:18])=[O:16])[CH:6]=[CH:7][CH:8]=2)[N:3]=1.[NH2:19][C:20]1[CH:21]=[C:22]([C:26]#[CH:27])[CH:23]=[CH:24][CH:25]=1.O. (3) Given the product [C:1]1(/[CH:7]=[CH:8]/[C:9]2[O:10][CH:11]=[C:12]([CH2:14][O:15][C:16]3[CH:21]=[CH:20][C:19]([CH2:22][CH2:23][CH2:24][N:39]4[CH:43]=[N:42][CH:41]=[N:40]4)=[CH:18][CH:17]=3)[N:13]=2)[CH:6]=[CH:5][CH:4]=[CH:3][CH:2]=1, predict the reactants needed to synthesize it. The reactants are: [C:1]1(/[CH:7]=[CH:8]/[C:9]2[O:10][CH:11]=[C:12]([CH2:14][O:15][C:16]3[CH:21]=[CH:20][C:19]([CH2:22][CH2:23][CH2:24]O)=[CH:18][CH:17]=3)[N:13]=2)[CH:6]=[CH:5][CH:4]=[CH:3][CH:2]=1.C(P(CCCC)CCCC)CCC.[NH:39]1[CH:43]=[N:42][CH:41]=[N:40]1.N(C(OCC)=O)=NC(OCC)=O. (4) Given the product [NH2:1][C:4]1[CH:9]=[CH:8][C:7]([C:10]2[CH:15]=[CH:14][CH:13]=[CH:12][CH:11]=2)=[CH:6][C:5]=1[NH:16][C:17](=[O:28])[CH2:18][CH2:19][CH2:20][CH2:21][CH2:22][CH2:23][C:24]([O:26][CH3:27])=[O:25], predict the reactants needed to synthesize it. The reactants are: [N+:1]([C:4]1[CH:9]=[CH:8][C:7]([C:10]2[CH:15]=[CH:14][CH:13]=[CH:12][CH:11]=2)=[CH:6][C:5]=1[NH:16][C:17](=[O:28])[CH2:18][CH2:19][CH2:20][CH2:21][CH2:22][CH2:23][C:24]([O:26][CH3:27])=[O:25])([O-])=O.C([O-])=O.[NH4+]. (5) Given the product [CH3:40][N:2]([CH3:1])[CH2:3][CH2:4][C:5]1[CH:6]=[C:7]([NH:11][C:12]2[N:17]=[C:16]3[N:18]([C:32]4[CH:33]=[C:34]([CH:37]=[CH:38][CH:39]=4)[C:35]([NH2:36])=[O:41])[C:19](=[O:31])[N:20]([C:23]4[CH:28]=[CH:27][C:26]([O:29][CH3:30])=[CH:25][CH:24]=4)[CH:21]([CH3:22])[C:15]3=[CH:14][N:13]=2)[CH:8]=[CH:9][CH:10]=1, predict the reactants needed to synthesize it. The reactants are: [CH3:1][N:2]([CH3:40])[CH2:3][CH2:4][C:5]1[CH:6]=[C:7]([NH:11][C:12]2[N:17]=[C:16]3[N:18]([C:32]4[CH:33]=[C:34]([CH:37]=[CH:38][CH:39]=4)[C:35]#[N:36])[C:19](=[O:31])[N:20]([C:23]4[CH:28]=[CH:27][C:26]([O:29][CH3:30])=[CH:25][CH:24]=4)[CH:21]([CH3:22])[C:15]3=[CH:14][N:13]=2)[CH:8]=[CH:9][CH:10]=1.[OH-:41].[Na+].C(#N)C1C=CC=CC=1.OO. (6) Given the product [CH:1]1([C:4]2[NH:8][N:7]=[C:6]([NH:9][C:10]3[N:11]=[C:12]([CH:24]([CH3:26])[CH3:25])[C:13]4[C:18]([CH:19]=3)=[CH:17][C:16]([O:20][CH3:21])=[C:15]([O:22][CH3:23])[CH:14]=4)[CH:5]=2)[CH2:3][CH2:2]1, predict the reactants needed to synthesize it. The reactants are: [CH:1]1([C:4]2[NH:8][N:7]=[C:6]([NH:9][C:10]3[N:11]=[C:12]([C:24]([CH3:26])=[CH2:25])[C:13]4[C:18]([CH:19]=3)=[CH:17][C:16]([O:20][CH3:21])=[C:15]([O:22][CH3:23])[CH:14]=4)[CH:5]=2)[CH2:3][CH2:2]1. (7) Given the product [Br:12][C:9]1[C:8]2[CH:7]=[N:6][CH:5]=[CH:4][C:3]=2[C:2]([CH:19]=[O:18])=[CH:11][CH:10]=1, predict the reactants needed to synthesize it. The reactants are: Br[C:2]1[CH:11]=[CH:10][C:9]([Br:12])=[C:8]2[C:3]=1[CH:4]=[CH:5][N:6]=[CH:7]2.C([Li])CCC.[O:18]1CCC[CH2:19]1. (8) Given the product [Cl:1][C:2]1[CH:3]=[CH:4][C:5]([CH2:8][C:9]2[N:21]([C:18]3[CH:19]=[CH:20][C:15]([CH3:14])=[CH:16][CH:17]=3)[C:22](=[S:25])[NH:23][N:24]=2)=[CH:6][CH:7]=1, predict the reactants needed to synthesize it. The reactants are: [Cl:1][C:2]1[CH:7]=[CH:6][C:5]([CH2:8][C:9](OCC)=O)=[CH:4][CH:3]=1.[CH3:14][C:15]1[CH:20]=[CH:19][C:18]([NH:21][C:22](=[S:25])[NH:23][NH2:24])=[CH:17][CH:16]=1.C[O-].[Na+]. (9) The reactants are: [F:1][C:2]([F:37])([F:36])[C:3]1[CH:8]=[C:7]([C:9]2[O:13][N:12]=[C:11]([C:14]3[CH:19]=[CH:18][C:17]([CH2:20][N:21]4[CH:25]=[CH:24][C:23]([C:26]([O:28]C)=[O:27])=[N:22]4)=[CH:16][CH:15]=3)[N:10]=2)[CH:6]=[CH:5][C:4]=1[C:30]1[CH:35]=[CH:34][CH:33]=[CH:32][CH:31]=1.[OH-].[Na+:39]. Given the product [F:36][C:2]([F:1])([F:37])[C:3]1[CH:8]=[C:7]([C:9]2[O:13][N:12]=[C:11]([C:14]3[CH:15]=[CH:16][C:17]([CH2:20][N:21]4[CH:25]=[CH:24][C:23]([C:26]([O-:28])=[O:27])=[N:22]4)=[CH:18][CH:19]=3)[N:10]=2)[CH:6]=[CH:5][C:4]=1[C:30]1[CH:31]=[CH:32][CH:33]=[CH:34][CH:35]=1.[Na+:39], predict the reactants needed to synthesize it.